This data is from Catalyst prediction with 721,799 reactions and 888 catalyst types from USPTO. The task is: Predict which catalyst facilitates the given reaction. (1) Reactant: [CH:1]([C:3]1[O:7][CH:6]=[C:5]([C:8]2[C:18]3[O:17][CH2:16][CH2:15][N:14]([C:19]([O:21][C:22]([CH3:25])([CH3:24])[CH3:23])=[O:20])[CH2:13][C:12]=3[CH:11]=[CH:10][CH:9]=2)[CH:4]=1)=O.O.NN.C(O)CO.[OH-].[K+]. Product: [CH3:1][C:3]1[O:7][CH:6]=[C:5]([C:8]2[C:18]3[O:17][CH2:16][CH2:15][N:14]([C:19]([O:21][C:22]([CH3:25])([CH3:24])[CH3:23])=[O:20])[CH2:13][C:12]=3[CH:11]=[CH:10][CH:9]=2)[CH:4]=1. The catalyst class is: 72. (2) Reactant: [CH2:1]([N:8]1[CH2:16][C:15]2[C:10](=[CH:11][CH:12]=[CH:13][C:14]=2Br)[CH2:9]1)[C:2]1[CH:7]=[CH:6][CH:5]=[CH:4][CH:3]=1.[CH2:18]([Sn](CCCC)(CCCC)C=C)[CH2:19]CC. Product: [CH2:1]([N:8]1[CH2:16][C:15]2[C:10](=[CH:11][CH:12]=[CH:13][C:14]=2[CH:18]=[CH2:19])[CH2:9]1)[C:2]1[CH:7]=[CH:6][CH:5]=[CH:4][CH:3]=1. The catalyst class is: 109.